This data is from Peptide-MHC class I binding affinity with 185,985 pairs from IEDB/IMGT. The task is: Regression. Given a peptide amino acid sequence and an MHC pseudo amino acid sequence, predict their binding affinity value. This is MHC class I binding data. (1) The peptide sequence is QLKDKADFCI. The MHC is HLA-A68:02 with pseudo-sequence HLA-A68:02. The binding affinity (normalized) is 0.122. (2) The binding affinity (normalized) is 0. The MHC is Patr-B0101 with pseudo-sequence Patr-B0101. The peptide sequence is YVIKVSARY.